From a dataset of Forward reaction prediction with 1.9M reactions from USPTO patents (1976-2016). Predict the product of the given reaction. (1) Given the reactants Br[C:2]1[CH:9]=[CH:8][C:5]([NH:6][CH3:7])=[C:4]([CH3:10])[CH:3]=1.[B:11]1([B:11]2[O:15][C:14]([CH3:17])([CH3:16])[C:13]([CH3:19])([CH3:18])[O:12]2)[O:15][C:14]([CH3:17])([CH3:16])[C:13]([CH3:19])([CH3:18])[O:12]1, predict the reaction product. The product is: [CH3:7][NH:6][C:5]1[CH:8]=[CH:9][C:2]([B:11]2[O:15][C:14]([CH3:17])([CH3:16])[C:13]([CH3:19])([CH3:18])[O:12]2)=[CH:3][C:4]=1[CH3:10]. (2) Given the reactants [Cl:1][C:2]1[CH:18]=[CH:17][C:5]2[S:6][C:7]([C:10]3[CH:15]=[CH:14][N:13]=[C:12](N)[N:11]=3)=[C:8]([CH3:9])[C:4]=2[CH:3]=1.ClC1C=C(Cl)N=C[N:21]=1.ClC1N=C(Cl)C=CN=1, predict the reaction product. The product is: [Cl:1][C:2]1[CH:18]=[CH:17][C:5]2[S:6][C:7]([C:10]3[N:11]=[CH:12][N:13]=[C:14]([NH2:21])[CH:15]=3)=[C:8]([CH3:9])[C:4]=2[CH:3]=1. (3) Given the reactants [H-].[Na+].[N:3]1([CH2:9][CH2:10][OH:11])[CH2:8][CH2:7][O:6][CH2:5][CH2:4]1.[Cl:12][C:13]1[CH:29]=[C:28]([Cl:30])[CH:27]=[CH:26][C:14]=1[CH2:15][NH:16][C:17](=[O:25])[C:18]1[CH:23]=[CH:22][N:21]=[C:20](F)[CH:19]=1, predict the reaction product. The product is: [Cl:12][C:13]1[CH:29]=[C:28]([Cl:30])[CH:27]=[CH:26][C:14]=1[CH2:15][NH:16][C:17](=[O:25])[C:18]1[CH:19]=[CH:20][N:21]=[C:22]([O:11][CH2:10][CH2:9][N:3]2[CH2:8][CH2:7][O:6][CH2:5][CH2:4]2)[CH:23]=1.